This data is from Forward reaction prediction with 1.9M reactions from USPTO patents (1976-2016). The task is: Predict the product of the given reaction. (1) Given the reactants C(OP([CH:9]=[C:10]1[NH:16][CH2:15][CH2:14][N:13]([CH3:17])[C:12]2[CH:18]=[C:19](Br)[CH:20]=[CH:21][C:11]1=2)(=O)OCC)C.[CH:23]([Sn](CCCC)(CCCC)CCCC)=[CH2:24].[H-].[Na+].[Cl:40][C:41]1[CH:42]=[C:43]([CH:46]=[CH:47][C:48]=1[Cl:49])[CH:44]=O, predict the reaction product. The product is: [ClH:40].[ClH:40].[Cl:40][C:41]1[CH:42]=[C:43]([CH:46]=[CH:47][C:48]=1[Cl:49])[CH:44]=[CH:9][C:10]1=[N:16][CH2:15][CH2:14][N:13]([CH3:17])[C:12]2[CH:18]=[C:19]([CH:23]=[CH2:24])[CH:20]=[CH:21][C:11]1=2. (2) Given the reactants [Br:1][C:2]1[CH:7]=[C:6]([Cl:8])[N:5]=[N:4][C:3]=1[NH2:9].Cl[CH2:11][CH:12]=O, predict the reaction product. The product is: [Br:1][C:2]1[C:3]2[N:4]([CH:11]=[CH:12][N:9]=2)[N:5]=[C:6]([Cl:8])[CH:7]=1.